Dataset: Reaction yield outcomes from USPTO patents with 853,638 reactions. Task: Predict the reaction yield, written as a fraction of the theoretical maximum amount of product (1.0 means a 100% yield; for example, 0.34 means a 34% yield). (1) No catalyst specified. The product is [Br:13][C:8]1[C:9]([O:11][CH3:12])=[CH:10][C:5]([C:3]2[N:29]=[CH:27][O:28][CH:2]=2)=[CH:6][C:7]=1[O:14][CH3:15]. The yield is 0.580. The reactants are Br[CH2:2][C:3]([C:5]1[CH:10]=[C:9]([O:11][CH3:12])[C:8]([Br:13])=[C:7]([O:14][CH3:15])[CH:6]=1)=O.CCOC(C)=O.C([O-])(O)=O.[Na+].[CH:27]([NH2:29])=[O:28]. (2) The reactants are [CH3:1][O:2][C:3]1[CH:10]=[C:9]([O:11][CH3:12])[CH:8]=[C:7]([C:13]2[S:14][CH:15]=[CH:16][CH:17]=2)[C:4]=1[CH:5]=O.[C:18]([C:21]1[CH:29]=[CH:28][C:24]([C:25]([OH:27])=[O:26])=[CH:23][CH:22]=1)(=[O:20])[CH3:19]. The yield is 0.610. The product is [CH3:1][O:2][C:3]1[CH:10]=[C:9]([O:11][CH3:12])[CH:8]=[C:7]([C:13]2[S:14][CH:15]=[CH:16][CH:17]=2)[C:4]=1/[CH:5]=[CH:19]/[C:18]([C:21]1[CH:29]=[CH:28][C:24]([C:25]([OH:27])=[O:26])=[CH:23][CH:22]=1)=[O:20]. No catalyst specified. (3) The reactants are [CH2:1]([O:3][C:4](=[O:24])[CH2:5][CH:6]1[O:10][B:9]([OH:11])[C:8]2[CH:12]=[C:13]([O:17][C:18]3[CH:23]=[N:22][CH:21]=[CH:20][N:19]=3)[CH:14]=[C:15]([OH:16])[C:7]1=2)[CH3:2].[C:25]([O:29][C:30](=[O:36])[NH:31][CH2:32][CH2:33][CH2:34]Br)([CH3:28])([CH3:27])[CH3:26].C(=O)([O-])[O-].[K+].[K+]. The catalyst is CN(C=O)C. The product is [CH2:1]([O:3][C:4](=[O:24])[CH2:5][CH:6]1[O:10][B:9]([OH:11])[C:8]2[CH:12]=[C:13]([O:17][C:18]3[CH:23]=[N:22][CH:21]=[CH:20][N:19]=3)[CH:14]=[C:15]([O:16][CH2:34][CH2:33][CH2:32][NH:31][C:30]([O:29][C:25]([CH3:26])([CH3:28])[CH3:27])=[O:36])[C:7]1=2)[CH3:2]. The yield is 0.600. (4) The reactants are Cl.[CH3:2][O:3][C:4]1[CH:5]=[C:6]([CH:11]=[CH:12][C:13]=1[C:14]1[O:18][C:17]([CH3:19])=[N:16][CH:15]=1)[C:7]([NH:9][NH2:10])=[O:8].[Cl:20][CH2:21][CH2:22][CH2:23][CH:24]([C:28]1[CH:33]=[C:32]([F:34])[C:31]([F:35])=[C:30]([F:36])[CH:29]=1)[C:25](O)=O.C(N(CC)CC)C.P(C#N)(OCC)(OCC)=O.C(Cl)(Cl)(Cl)Cl.C1(P(C2C=CC=CC=2)C2C=CC=CC=2)C=CC=CC=1. The catalyst is CN(C=O)C.C(#N)C.O. The product is [Cl:20][CH2:21][CH2:22][CH2:23][CH:24]([C:25]1[O:8][C:7]([C:6]2[CH:11]=[CH:12][C:13]([C:14]3[O:18][C:17]([CH3:19])=[N:16][CH:15]=3)=[C:4]([O:3][CH3:2])[CH:5]=2)=[N:9][N:10]=1)[C:28]1[CH:29]=[C:30]([F:36])[C:31]([F:35])=[C:32]([F:34])[CH:33]=1. The yield is 0.670. (5) The reactants are [C:1]([S:20][CH2:21][CH2:22][N:23]1[CH:27]=[CH:26][N:25]=[C:24]1[S:28][CH2:29][C:30]([O:32]C)=[O:31])([C:14]1[CH:19]=[CH:18][CH:17]=[CH:16][CH:15]=1)([C:8]1[CH:13]=[CH:12][CH:11]=[CH:10][CH:9]=1)[C:2]1[CH:7]=[CH:6][CH:5]=[CH:4][CH:3]=1.CO.[Li+:36].[OH-]. The catalyst is C1COCC1.O. The product is [C:1]([S:20][CH2:21][CH2:22][N:23]1[CH:27]=[CH:26][N:25]=[C:24]1[S:28][CH2:29][C:30]([O-:32])=[O:31])([C:2]1[CH:7]=[CH:6][CH:5]=[CH:4][CH:3]=1)([C:8]1[CH:9]=[CH:10][CH:11]=[CH:12][CH:13]=1)[C:14]1[CH:15]=[CH:16][CH:17]=[CH:18][CH:19]=1.[Li+:36]. The yield is 0.340. (6) The reactants are [Cl:1][C:2]1[CH:3]=[C:4]([CH:8]([OH:25])[CH2:9][O:10][C:11]2[CH:24]=[CH:23][C:14]([CH:15]=[C:16]3[S:20][C:19](=[O:21])[NH:18][C:17]3=[O:22])=[CH:13][CH:12]=2)[CH:5]=[CH:6][CH:7]=1.N1C=CC=CC=1C1C=CC=CN=1.[BH4-].[Na+].[BH4-]. The yield is 0.590. The catalyst is C1COCC1.[Co](Cl)Cl.CC(O)=O.O. The product is [Cl:1][C:2]1[CH:3]=[C:4]([CH:8]([OH:25])[CH2:9][O:10][C:11]2[CH:24]=[CH:23][C:14]([CH2:15][CH:16]3[S:20][C:19](=[O:21])[NH:18][C:17]3=[O:22])=[CH:13][CH:12]=2)[CH:5]=[CH:6][CH:7]=1. (7) The reactants are [C:1]12([CH2:12][C:11](=[O:13])[O:10][C:8](=[O:9])[CH2:7]1)[CH2:6][CH2:5][CH2:4][CH2:3][CH2:2]2.[CH:14]1([NH2:20])[CH2:19][CH2:18][CH2:17][CH2:16][CH2:15]1.Cl. The catalyst is ClCCl.O. The product is [CH:14]1([NH:20][C:11]([CH2:12][C:1]2([CH2:7][C:8]([OH:10])=[O:9])[CH2:2][CH2:3][CH2:4][CH2:5][CH2:6]2)=[O:13])[CH2:19][CH2:18][CH2:17][CH2:16][CH2:15]1. The yield is 0.950. (8) The reactants are Br[C:2]1[CH:10]=[CH:9][C:5]([C:6]([OH:8])=[O:7])=[CH:4][CH:3]=1.B(O)(O)[C:12]1[CH:17]=[CH:16][CH:15]=[C:14]([C:18]([F:21])([F:20])[F:19])[CH:13]=1.C([O-])([O-])=O.[Cs+].[Cs+]. The catalyst is O1CCOCC1.CCO.C1C=CC(P(C2C=CC=CC=2)[C-]2C=CC=C2)=CC=1.C1C=CC(P(C2C=CC=CC=2)[C-]2C=CC=C2)=CC=1.Cl[Pd]Cl.[Fe+2]. The product is [F:19][C:18]([F:21])([F:20])[C:14]1[CH:13]=[C:12]([C:2]2[CH:10]=[CH:9][C:5]([C:6]([OH:8])=[O:7])=[CH:4][CH:3]=2)[CH:17]=[CH:16][CH:15]=1. The yield is 0.860. (9) The reactants are [Cl:1][C:2]1[C:3]2[C:10]3[CH2:11][CH2:12][NH:13][CH2:14][C:9]=3[S:8][C:4]=2[N:5]=[CH:6][N:7]=1.Cl.[CH3:16][N:17]([CH3:24])[CH2:18]/[CH:19]=[CH:20]/[C:21](O)=[O:22].CCN=C=NCCCN(C)C.C(N(C(C)C)CC)(C)C. The catalyst is C1COCC1.CN(C1C=CN=CC=1)C. The product is [Cl:1][C:2]1[C:3]2[C:10]3[CH2:11][CH2:12][N:13]([C:21](=[O:22])/[CH:20]=[CH:19]/[CH2:18][N:17]([CH3:24])[CH3:16])[CH2:14][C:9]=3[S:8][C:4]=2[N:5]=[CH:6][N:7]=1. The yield is 0.820. (10) The reactants are [CH3:1][O:2][C:3](=[O:29])[CH2:4][C:5]1[C:14]([CH3:15])=[C:13]([C:16](=[CH2:27])[CH2:17][CH2:18][NH:19]C(OC(C)(C)C)=O)[C:12]2[C:7](=[CH:8][CH:9]=[C:10]([F:28])[CH:11]=2)[CH:6]=1.FC(F)(F)C(O)=O. The catalyst is C(Cl)Cl. The product is [CH3:1][O:2][C:3](=[O:29])[CH2:4][C:5]1[C:14]([CH3:15])=[C:13]([C:16](=[CH2:27])[CH2:17][CH2:18][NH2:19])[C:12]2[C:7](=[CH:8][CH:9]=[C:10]([F:28])[CH:11]=2)[CH:6]=1. The yield is 0.750.